The task is: Predict the reactants needed to synthesize the given product.. This data is from Full USPTO retrosynthesis dataset with 1.9M reactions from patents (1976-2016). (1) Given the product [NH2:37][C:38]1[C:43]([Cl:44])=[CH:42][C:41]([C:45]2[CH:46]=[CH:16][C:15]3[C:10](=[CH:11][CH:12]=[C:13]([C:18]4[N:22]([CH:23]5[CH2:24][CH2:25][CH2:26][CH2:27][CH2:28]5)[C:21]5[CH:29]=[CH:30][C:31]([C:33]([OH:35])=[O:34])=[CH:32][C:20]=5[N:19]=4)[CH:14]=3)[N:9]=2)=[CH:40][C:39]=1[Cl:48], predict the reactants needed to synthesize it. The reactants are: BrC1C=CC(O)=C(C2C=[CH:16][C:15]3[C:10](=[CH:11][CH:12]=[C:13]([C:18]4[N:22]([CH:23]5[CH2:28][CH2:27][CH2:26][CH2:25][CH2:24]5)[C:21]5[CH:29]=[CH:30][C:31]([C:33]([OH:35])=[O:34])=[CH:32][C:20]=5[N:19]=4)[CH:14]=3)[N:9]=2)C=1.[NH2:37][C:38]1[C:43]([Cl:44])=[CH:42][C:41]([C:45](=O)[CH3:46])=[CH:40][C:39]=1[Cl:48].[OH-].[K+]. (2) The reactants are: C(N(CC)CC)C.Cl.[NH2:9][C:10]([CH3:17])([CH2:15][OH:16])[C:11]([O:13][CH3:14])=[O:12].Cl[C:19](Cl)([O:21]C(=O)OC(Cl)(Cl)Cl)Cl.CCCCCC. Given the product [CH3:17][C:10]1([C:11]([O:13][CH3:14])=[O:12])[CH2:15][O:16][C:19](=[O:21])[NH:9]1, predict the reactants needed to synthesize it.